Dataset: Forward reaction prediction with 1.9M reactions from USPTO patents (1976-2016). Task: Predict the product of the given reaction. (1) Given the reactants I.[Cl:2][C:3]1[N:4]=[CH:5][N:6]([C:8]2[CH:13]=[CH:12][C:11]([NH:14][C:15](SC)=[NH:16])=[CH:10][C:9]=2[O:19][CH3:20])[CH:7]=1.[Cl:21][CH2:22][CH2:23][CH2:24][CH2:25][CH:26]([C:30]1[CH:31]=[N:32][C:33]([Cl:36])=[CH:34][CH:35]=1)[C:27](O)=O.[NH2:37][NH2:38], predict the reaction product. The product is: [Cl:21][CH2:22][CH2:23][CH2:24][CH2:25][CH:26]([C:27]1[NH:38][N:37]=[C:15]([NH:14][C:11]2[CH:12]=[CH:13][C:8]([N:6]3[CH:7]=[C:3]([Cl:2])[N:4]=[CH:5]3)=[C:9]([O:19][CH3:20])[CH:10]=2)[N:16]=1)[C:30]1[CH:31]=[N:32][C:33]([Cl:36])=[CH:34][CH:35]=1. (2) Given the reactants [F:1][C:2]1[C:7]([F:8])=[CH:6][CH:5]=[CH:4][C:3]=1[C@@:9]([NH:15][S:16]([C:19]1[CH:24]=[CH:23][CH:22]=[CH:21][C:20]=1[N+:25]([O-:27])=[O:26])(=[O:18])=[O:17])([CH2:13][OH:14])[CH:10]([F:12])[F:11].[N+](=[CH:30][C:31]([O:33][CH2:34][CH3:35])=[O:32])=[N-], predict the reaction product. The product is: [CH2:34]([O:33][C:31](=[O:32])[CH2:30][O:14][CH2:13][C@@:9]([C:3]1[CH:4]=[CH:5][CH:6]=[C:7]([F:8])[C:2]=1[F:1])([NH:15][S:16]([C:19]1[CH:24]=[CH:23][CH:22]=[CH:21][C:20]=1[N+:25]([O-:27])=[O:26])(=[O:17])=[O:18])[CH:10]([F:12])[F:11])[CH3:35]. (3) The product is: [Cl:1][C:2]1[CH:7]=[CH:6][C:5]([CH:8]2[CH2:13][CH:12]([C:14]([OH:16])=[O:15])[CH2:11][CH2:10][N:9]2[C:18]([O:20][CH3:21])=[O:19])=[CH:4][CH:3]=1. Given the reactants [Cl:1][C:2]1[CH:7]=[CH:6][C:5]([CH:8]2[CH2:13][CH:12]([C:14]([O:16]C)=[O:15])[CH2:11][CH2:10][N:9]2[C:18]([O:20][CH3:21])=[O:19])=[CH:4][CH:3]=1.C(#N)C.[Br-].[Li+].CCN(CC)CC, predict the reaction product. (4) Given the reactants [NH2:1][C:2]1[C:31]([Cl:32])=[CH:30][C:5]([C:6]([NH:8][CH2:9][C@@H:10]2[O:15][CH2:14][CH2:13][N:12]([CH2:16][CH:17]3[CH2:22][CH2:21][N:20]([C:23](C4NC=CN=4)=[O:24])[CH2:19][CH2:18]3)[CH2:11]2)=[O:7])=[C:4]([O:33][CH2:34][CH3:35])[CH:3]=1.[NH:36]1[CH2:39][CH2:38][CH2:37]1, predict the reaction product. The product is: [NH2:1][C:2]1[C:31]([Cl:32])=[CH:30][C:5]([C:6]([NH:8][CH2:9][C@@H:10]2[O:15][CH2:14][CH2:13][N:12]([CH2:16][CH:17]3[CH2:22][CH2:21][N:20]([C:23]([N:36]4[CH2:39][CH2:38][CH2:37]4)=[O:24])[CH2:19][CH2:18]3)[CH2:11]2)=[O:7])=[C:4]([O:33][CH2:34][CH3:35])[CH:3]=1. (5) Given the reactants [O:1]1[C:5]2[CH:6]=[CH:7][C:8]([C:10]3[NH:11][C:12]4[N:13]([N:17]=[CH:18][C:19]=4[C:20]([O:22]CC)=[O:21])[C:14](=[O:16])[CH:15]=3)=[CH:9][C:4]=2[O:3][CH2:2]1.[OH-].[Na+], predict the reaction product. The product is: [O:1]1[C:5]2[CH:6]=[CH:7][C:8]([C:10]3[NH:11][C:12]4[N:13]([N:17]=[CH:18][C:19]=4[C:20]([OH:22])=[O:21])[C:14](=[O:16])[CH:15]=3)=[CH:9][C:4]=2[O:3][CH2:2]1. (6) Given the reactants [Cl:1][C:2]1[CH:3]=[C:4]([C:8]([C:10]2[CH:11]=[N:12][C:13]3[C:18]([CH:19]=2)=[CH:17][CH:16]=[CH:15][C:14]=3[N:20]2[CH2:25][CH2:24][N:23](C(OC(C)(C)C)=O)[CH2:22][CH2:21]2)=[O:9])[CH:5]=[CH:6][CH:7]=1.Cl, predict the reaction product. The product is: [ClH:1].[Cl:1][C:2]1[CH:3]=[C:4]([C:8]([C:10]2[CH:11]=[N:12][C:13]3[C:18]([CH:19]=2)=[CH:17][CH:16]=[CH:15][C:14]=3[N:20]2[CH2:25][CH2:24][NH:23][CH2:22][CH2:21]2)=[O:9])[CH:5]=[CH:6][CH:7]=1. (7) The product is: [NH2:1][CH2:2][CH2:3][N:4]1[C:12]([C:13]2[CH:14]=[C:15]([CH:16]=[CH:17][CH:18]=2)[C:28]#[N:29])=[C:11]2[C:6]([N:7]([CH3:23])[C:8](=[O:22])[N:9]([CH3:21])[C:10]2=[O:20])=[CH:5]1. Given the reactants [NH2:1][CH2:2][CH2:3][N:4]1[C:12]([C:13]2[CH:18]=[CH:17][CH:16]=[C:15](Cl)[CH:14]=2)=[C:11]2[C:6]([N:7]([CH3:23])[C:8](=[O:22])[N:9]([CH3:21])[C:10]2=[O:20])=[CH:5]1.BrC1C=C(C=CC=1)[C:28]#[N:29], predict the reaction product. (8) Given the reactants Cl.[O:2]1[C:6]2([CH2:11][CH2:10][CH:9]([CH:12]([NH2:15])[CH2:13][CH3:14])[CH2:8][CH2:7]2)[O:5][CH2:4][CH2:3]1.[F:16][C:17]([F:28])([F:27])[C:18](O[C:18](=[O:19])[C:17]([F:28])([F:27])[F:16])=[O:19], predict the reaction product. The product is: [O:2]1[C:6]2([CH2:11][CH2:10][CH:9]([CH:12]([NH:15][C:18](=[O:19])[C:17]([F:28])([F:27])[F:16])[CH2:13][CH3:14])[CH2:8][CH2:7]2)[O:5][CH2:4][CH2:3]1. (9) Given the reactants Cl[C:2]1[CH:10]=[CH:9][C:8]2[CH2:7][CH:6]([CH2:11][N:12]3[C:17]4=[N:18][C:19]([C:23]5[CH:28]=[CH:27][N:26]=[CH:25][N:24]=5)=[CH:20][C:21](=[O:22])[N:16]4[CH2:15][C:14]([CH3:30])([CH3:29])[CH2:13]3)[CH2:5][C:4]=2[N:3]=1.C(=O)([O-])[O-].[Na+].[Na+].[C:37]1(B(O)O)[CH:42]=[CH:41][CH:40]=[CH:39][CH:38]=1.O, predict the reaction product. The product is: [CH3:29][C:14]1([CH3:30])[CH2:15][N:16]2[C:21](=[O:22])[CH:20]=[C:19]([C:23]3[CH:28]=[CH:27][N:26]=[CH:25][N:24]=3)[N:18]=[C:17]2[N:12]([CH2:11][CH:6]2[CH2:5][C:4]3[N:3]=[C:2]([C:37]4[CH:42]=[CH:41][CH:40]=[CH:39][CH:38]=4)[CH:10]=[CH:9][C:8]=3[CH2:7]2)[CH2:13]1. (10) Given the reactants [CH:1]([NH:3][CH2:4][C:5]1[N:10]=[C:9]([N:11]2[CH2:16][CH2:15][N:14]([C:17]([O:19][C:20]([CH3:23])([CH3:22])[CH3:21])=[O:18])[CH2:13][CH2:12]2)[C:8]([C:24]([O:26][CH3:27])=[O:25])=[CH:7][CH:6]=1)=[O:2].[Cl:28]N1C(=O)CCC1=O, predict the reaction product. The product is: [Cl:28][C:6]1[CH:7]=[C:8]([C:24]([O:26][CH3:27])=[O:25])[C:9]([N:11]2[CH2:16][CH2:15][N:14]([C:17]([O:19][C:20]([CH3:21])([CH3:22])[CH3:23])=[O:18])[CH2:13][CH2:12]2)=[N:10][C:5]=1[CH2:4][NH:3][CH:1]=[O:2].